This data is from Full USPTO retrosynthesis dataset with 1.9M reactions from patents (1976-2016). The task is: Predict the reactants needed to synthesize the given product. (1) Given the product [CH3:16][C:4]1[C:5]([C:8]2[S:12][C:11]([C:13]([N:24]3[CH2:25][CH2:26][CH2:27][CH:22]([C:21]([F:29])([F:28])[F:20])[CH2:23]3)=[O:15])=[CH:10][CH:9]=2)=[N:6][O:7][C:3]=1[C:2]([F:1])([F:18])[F:17], predict the reactants needed to synthesize it. The reactants are: [F:1][C:2]([F:18])([F:17])[C:3]1[O:7][N:6]=[C:5]([C:8]2[S:12][C:11]([C:13]([OH:15])=O)=[CH:10][CH:9]=2)[C:4]=1[CH3:16].Cl.[F:20][C:21]([F:29])([F:28])[CH:22]1[CH2:27][CH2:26][CH2:25][NH:24][CH2:23]1. (2) Given the product [CH2:1]([O:3][C:4]1[CH:13]=[CH:12][C:11]([N+:14]([O-:16])=[O:15])=[CH:10][C:5]=1[C:6]([NH:17][OH:18])=[O:7])[CH3:2], predict the reactants needed to synthesize it. The reactants are: [CH2:1]([O:3][C:4]1[CH:13]=[CH:12][C:11]([N+:14]([O-:16])=[O:15])=[CH:10][C:5]=1[C:6](OC)=[O:7])[CH3:2].[NH2:17][OH:18]. (3) Given the product [C:37]([OH:44])(=[O:43])/[CH:38]=[CH:39]\[C:40]([OH:42])=[O:41].[C:37]([OH:44])(=[O:43])/[CH:38]=[CH:39]\[C:40]([OH:42])=[O:41].[CH3:1][N:2]1[CH2:7][CH2:6][N:5]([CH:8]2[CH2:13][CH2:12][CH:11]([N:14]3[C:18]4=[N:19][CH:20]=[N:21][C:22]([NH2:23])=[C:17]4[C:16]([C:24]4[CH:25]=[N:26][C:27]([O:30][C:31]5[CH:32]=[CH:33][CH:34]=[CH:35][CH:36]=5)=[N:28][CH:29]=4)=[N:15]3)[CH2:10][CH2:9]2)[CH2:4][CH2:3]1, predict the reactants needed to synthesize it. The reactants are: [CH3:1][N:2]1[CH2:7][CH2:6][N:5]([C@@H:8]2[CH2:13][CH2:12][C@H:11]([N:14]3[C:18]4=[N:19][CH:20]=[N:21][C:22]([NH2:23])=[C:17]4[C:16]([C:24]4[CH:25]=[N:26][C:27]([O:30][C:31]5[CH:36]=[CH:35][CH:34]=[CH:33][CH:32]=5)=[N:28][CH:29]=4)=[N:15]3)[CH2:10][CH2:9]2)[CH2:4][CH2:3]1.[C:37]([OH:44])(=[O:43])/[CH:38]=[CH:39]\[C:40]([OH:42])=[O:41]. (4) Given the product [CH3:22][C:23]1([CH3:39])[C:27]([CH3:29])([CH3:28])[O:26][B:25]([C:2]2[CH:7]=[CH:6][C:5]([CH2:8][CH2:9][CH2:10][N:11]3[C:19](=[O:20])[C:18]4[C:13](=[CH:14][CH:15]=[CH:16][CH:17]=4)[C:12]3=[O:21])=[CH:4][CH:3]=2)[O:24]1, predict the reactants needed to synthesize it. The reactants are: Br[C:2]1[CH:7]=[CH:6][C:5]([CH2:8][CH2:9][CH2:10][N:11]2[C:19](=[O:20])[C:18]3[C:13](=[CH:14][CH:15]=[CH:16][CH:17]=3)[C:12]2=[O:21])=[CH:4][CH:3]=1.[CH3:22][C:23]1([CH3:39])[C:27]([CH3:29])([CH3:28])[O:26][B:25]([B:25]2[O:26][C:27]([CH3:29])([CH3:28])[C:23]([CH3:39])([CH3:22])[O:24]2)[O:24]1.C([O-])(=O)C.[K+]. (5) The reactants are: [C:1]([O:5][C:6](=[O:23])[NH:7][C:8]1[CH2:9][O:10][CH2:11][C:12]([C:16]2[CH:21]=[CH:20][CH:19]=[C:18](Br)[CH:17]=2)([CH2:14][F:15])[N:13]=1)([CH3:4])([CH3:3])[CH3:2].[N-:24]=[N+:25]=[N-:26].[Na+].O=C1O[C@H]([C@H](CO)O)C([O-])=C1O.[Na+].CNC1CCCCC1NC. Given the product [C:1]([O:5][C:6](=[O:23])[NH:7][C:8]1[CH2:9][O:10][CH2:11][C:12]([C:16]2[CH:21]=[CH:20][CH:19]=[C:18]([N:24]=[N+:25]=[N-:26])[CH:17]=2)([CH2:14][F:15])[N:13]=1)([CH3:4])([CH3:3])[CH3:2], predict the reactants needed to synthesize it. (6) The reactants are: [C:1]([O:5][C:6]([N:8]1[C:12]([C:13]2[CH:14]=[C:15]3[C:19](=[CH:20][CH:21]=2)[NH:18][C:17](=[O:22])[C:16]3([CH3:24])[CH3:23])=[CH:11][CH:10]=[CH:9]1)=[O:7])([CH3:4])([CH3:3])[CH3:2].ClS([N:29]=[C:30]=O)(=O)=O.CN(C=O)C.O. Given the product [C:1]([O:5][C:6]([N:8]1[C:12]([C:13]2[CH:14]=[C:15]3[C:19](=[CH:20][CH:21]=2)[NH:18][C:17](=[O:22])[C:16]3([CH3:24])[CH3:23])=[CH:11][CH:10]=[C:9]1[C:30]#[N:29])=[O:7])([CH3:4])([CH3:2])[CH3:3], predict the reactants needed to synthesize it.